From a dataset of Full USPTO retrosynthesis dataset with 1.9M reactions from patents (1976-2016). Predict the reactants needed to synthesize the given product. (1) Given the product [Br:1][C:2]1[O:6][CH:5]2[CH2:7][N:8]([CH2:9][C:10]3[CH:15]=[CH:14][C:13]([O:16][CH3:17])=[CH:12][CH:11]=3)[C:18](=[O:20])[CH:4]2[CH:3]=1, predict the reactants needed to synthesize it. The reactants are: [Br:1][C:2]1[O:6][C:5]([CH2:7][NH:8][CH2:9][C:10]2[CH:15]=[CH:14][C:13]([O:16][CH3:17])=[CH:12][CH:11]=2)=[C:4]([C:18]([OH:20])=O)[CH:3]=1.O=S(Cl)Cl. (2) Given the product [Cl:2][C:3]1[C:7]([Cl:8])=[C:6]([CH3:9])[NH:5][C:4]=1[C:10]([NH:12][CH:13]1[CH2:18][CH2:17][N:16]([C:20]2[S:21][C:22]([C:25]#[N:26])=[CH:23][N:24]=2)[CH2:15][CH2:14]1)=[O:11], predict the reactants needed to synthesize it. The reactants are: Cl.[Cl:2][C:3]1[C:7]([Cl:8])=[C:6]([CH3:9])[NH:5][C:4]=1[C:10]([NH:12][CH:13]1[CH2:18][CH2:17][NH:16][CH2:15][CH2:14]1)=[O:11].Br[C:20]1[S:21][C:22]([C:25]#[N:26])=[CH:23][N:24]=1. (3) Given the product [CH:1]1([C:4]2[S:8][C:7](=[NH:9])[N:6]([CH2:11][CH:12]3[CH2:16][CH2:15][CH2:14][O:13]3)[N:5]=2)[CH2:3][CH2:2]1, predict the reactants needed to synthesize it. The reactants are: [CH:1]1([C:4]2[S:8][C:7]([NH2:9])=[N:6][N:5]=2)[CH2:3][CH2:2]1.Br[CH2:11][CH:12]1[CH2:16][CH2:15][CH2:14][O:13]1. (4) Given the product [CH3:9][O:8][C:6](=[O:7])[CH2:5][C:4]1[CH2:20][CH2:21][C:22](=[O:23])[C:18]=1[CH2:13][CH2:14][CH2:15][CH2:16][CH3:17], predict the reactants needed to synthesize it. The reactants are: C[O-].[Na+].[C:4](OC)(=O)[CH2:5][C:6]([O:8][CH3:9])=[O:7].[CH2:13]([C:18]1C(=O)[CH2:20][CH2:21][C:22]=1[O:23]C)[CH2:14][CH2:15][CH2:16][CH3:17].Cl. (5) Given the product [F:29][C:16]1[CH:17]=[C:18]([N:21]2[CH2:25][C@H:24]([CH2:26][NH:27][C:37](=[O:39])[CH3:38])[O:23][C:22]2=[O:28])[CH:19]=[CH:20][C:15]=1[C:13]1([CH3:30])[CH2:14][N:11]([C:1]([O:3][CH2:4][C:5]2[CH:10]=[CH:9][CH:8]=[CH:7][CH:6]=2)=[O:2])[CH2:12]1, predict the reactants needed to synthesize it. The reactants are: [C:1]([N:11]1[CH2:14][C:13]([CH3:30])([C:15]2[CH:20]=[CH:19][C:18]([N:21]3[CH2:25][C@@H:24]([CH2:26][NH2:27])[O:23][C:22]3=[O:28])=[CH:17][C:16]=2[F:29])[CH2:12]1)([O:3][CH2:4][C:5]1[CH:10]=[CH:9][CH:8]=[CH:7][CH:6]=1)=[O:2].N1C=CC=CC=1.[C:37](OC(=O)C)(=[O:39])[CH3:38].